From a dataset of Full USPTO retrosynthesis dataset with 1.9M reactions from patents (1976-2016). Predict the reactants needed to synthesize the given product. (1) Given the product [Br:11][C:8]1[CH:9]=[CH:10][C:5]2[O:4][C:3]3[C:12](=[O:13])[NH:14][C:26](=[S:27])[NH:1][C:2]=3[C:6]=2[CH:7]=1, predict the reactants needed to synthesize it. The reactants are: [NH2:1][C:2]1[C:6]2[CH:7]=[C:8]([Br:11])[CH:9]=[CH:10][C:5]=2[O:4][C:3]=1[C:12]([NH2:14])=[O:13].C1CCN2C(=NCCC2)CC1.[C:26](=S)=[S:27]. (2) Given the product [Cl:1][C:2]1[C:3]([O:13][CH3:14])=[C:4]([C:8]2([CH:11]=[O:26])[CH2:10][CH2:9]2)[CH:5]=[CH:6][CH:7]=1, predict the reactants needed to synthesize it. The reactants are: [Cl:1][C:2]1[C:3]([O:13][CH3:14])=[C:4]([C:8]2([C:11]#N)[CH2:10][CH2:9]2)[CH:5]=[CH:6][CH:7]=1.CC(C[AlH]CC(C)C)C.C(O)(=O)C(C(C(O)=O)O)[OH:26].C(OC)(C)(C)C.